Predict the reactants needed to synthesize the given product. From a dataset of Full USPTO retrosynthesis dataset with 1.9M reactions from patents (1976-2016). Given the product [Br:1][C:2]1[CH:3]=[C:4]2[C:9](=[CH:10][CH:11]=1)[N:8]=[CH:7][C:6]([N+:12]([O-:14])=[O:13])=[C:5]2[NH:21][C:20]1[CH:22]=[CH:23][CH:24]=[C:18]([C:17]([F:16])([F:25])[F:26])[CH:19]=1, predict the reactants needed to synthesize it. The reactants are: [Br:1][C:2]1[CH:3]=[C:4]2[C:9](=[CH:10][CH:11]=1)[N:8]=[CH:7][C:6]([N+:12]([O-:14])=[O:13])=[C:5]2Cl.[F:16][C:17]([F:26])([F:25])[C:18]1[CH:19]=[C:20]([CH:22]=[CH:23][CH:24]=1)[NH2:21].